From a dataset of Reaction yield outcomes from USPTO patents with 853,638 reactions. Predict the reaction yield, written as a fraction of the theoretical maximum amount of product (1.0 means a 100% yield; for example, 0.34 means a 34% yield). The reactants are [OH-:1].[Na+:2].CN(C=[O:7])C.[CH:8]1[N:12]=[CH:11][N:10]([CH2:13][C:14]([P:20]([OH:23])([OH:22])=[O:21])([P:16]([OH:19])([OH:18])=[O:17])[OH:15])[CH:9]=1. The catalyst is O. The product is [CH:8]1[N:12]=[CH:11][N:10]([CH2:13][C:14]([P:16]([O-:19])([OH:18])=[O:17])([P:20]([O-:22])([OH:23])=[O:21])[OH:15])[CH:9]=1.[OH2:7].[OH2:1].[OH2:7].[OH2:7].[Na+:2].[Na+:2]. The yield is 0.920.